Dataset: Reaction yield outcomes from USPTO patents with 853,638 reactions. Task: Predict the reaction yield, written as a fraction of the theoretical maximum amount of product (1.0 means a 100% yield; for example, 0.34 means a 34% yield). (1) The reactants are [H-].[Na+].[OH:3][C:4]1[CH:5]=[N:6][CH:7]=[CH:8][CH:9]=1.Cl[C:11]1[CH:16]=[C:15]([N+:17]([O-:19])=[O:18])[CH:14]=[CH:13][N+:12]=1[O-:20].O. The catalyst is C1COCC1. The product is [N+:17]([C:15]1[CH:14]=[CH:13][N+:12]([O-:20])=[C:11]([O:3][C:4]2[CH:5]=[N:6][CH:7]=[CH:8][CH:9]=2)[CH:16]=1)([O-:19])=[O:18]. The yield is 0.830. (2) The reactants are [CH3:1]C(C)([O-])C.[K+].[Br:7][C:8]1[CH:20]=[C:19]([Cl:21])[CH:18]=[CH:17][C:9]=1[O:10][CH:11]1[CH2:15][CH2:14][CH2:13][C:12]1=O. The catalyst is [Br-].C[P+](C1C=CC=CC=1)(C1C=CC=CC=1)C1C=CC=CC=1.O1CCCC1. The product is [Br:7][C:8]1[CH:20]=[C:19]([Cl:21])[CH:18]=[CH:17][C:9]=1[O:10][CH:11]1[CH2:15][CH2:14][CH2:13][C:12]1=[CH2:1]. The yield is 0.582. (3) No catalyst specified. The yield is 0.740. The product is [Br:1][C:2]1[CH:3]=[CH:4][C:5]2[CH:11]3[CH2:12][CH:9]([CH2:10]3)[N:8]3[C:13]([CH:21]=[O:22])=[C:14]([C:16]([O:18][CH3:19])=[O:17])[N:15]=[C:7]3[C:6]=2[CH:20]=1. The reactants are [Br:1][C:2]1[CH:3]=[CH:4][C:5]2[CH:11]3[CH2:12][CH:9]([CH2:10]3)[N:8]3[CH:13]=[C:14]([C:16]([O:18][CH3:19])=[O:17])[N:15]=[C:7]3[C:6]=2[CH:20]=1.[CH:21](OCC)=[O:22]. (4) The reactants are [CH3:1][O:2][C:3]1[CH:4]=[C:5]2[C:10](=[CH:11][CH:12]=1)[C:9](=[O:13])[NH:8][CH:7]=[CH:6]2.C1C(=O)N([Cl:21])C(=O)C1. The catalyst is C(#N)C. The product is [Cl:21][C:6]1[C:5]2[C:10](=[CH:11][CH:12]=[C:3]([O:2][CH3:1])[CH:4]=2)[C:9](=[O:13])[NH:8][CH:7]=1. The yield is 0.552. (5) The reactants are [CH3:1][O:2][CH2:3][CH2:4][NH2:5].[Br:6][C:7]1[CH:8]=[C:9]([CH:12]=[CH:13][CH:14]=1)[CH2:10]Br.CCN(CC)CC. The catalyst is COCCOC. The product is [Br:6][C:7]1[CH:8]=[C:9]([CH:12]=[CH:13][CH:14]=1)[CH2:10][NH:5][CH2:4][CH2:3][O:2][CH3:1]. The yield is 0.800. (6) The reactants are C1(P(=O)(C2C=CC=CC=2)C2C=CC=CC=2)C=CC=CC=1.FC(F)(F)S(OS(C(F)(F)F)(=O)=O)(=O)=O.C([S:43][CH:44]([CH2:75][N:76]1[CH2:81][CH2:80][S:79][CH2:78][CH2:77]1)[CH2:45][NH:46][C:47]([C:49]1[NH:50][C:51]2[C:56]([CH:57]=1)=[CH:55][C:54]([O:58][CH2:59][CH2:60][CH2:61][O:62][CH3:63])=[CH:53][C:52]=2[N:64]([CH3:74])[S:65]([C:68]1[CH:73]=[CH:72][CH:71]=[CH:70][N:69]=1)(=[O:67])=[O:66])=O)C1C=CC=CC=1.C1(SC)C=CC=CC=1.C(=O)([O-])O.[Na+]. The catalyst is C(#N)C. The product is [CH3:63][O:62][CH2:61][CH2:60][CH2:59][O:58][C:54]1[CH:55]=[C:56]2[C:51](=[C:52]([N:64]([CH3:74])[S:65]([C:68]3[CH:73]=[CH:72][CH:71]=[CH:70][N:69]=3)(=[O:67])=[O:66])[CH:53]=1)[NH:50][C:49]([C:47]1[S:43][CH:44]([CH2:75][N:76]3[CH2:81][CH2:80][S:79][CH2:78][CH2:77]3)[CH2:45][N:46]=1)=[CH:57]2. The yield is 0.340. (7) The reactants are [Cl:1][C:2]1[CH:3]=[C:4]([C:22]2[CH:27]=[CH:26][C:25]([C:28]([OH:30])=O)=[CH:24][CH:23]=2)[CH:5]=[C:6]([Cl:21])[C:7]=1[CH2:8][C@@H:9]1[CH2:13][CH2:12][N:11]([CH:14]2[CH2:19][CH2:18][O:17][CH2:16][CH2:15]2)[C:10]1=[O:20].Cl.[F:32][C:33]([F:41])([F:40])[CH:34]1[CH2:39][CH2:38][NH:37][CH2:36][CH2:35]1.ON1C2C=CC=CC=2N=N1.CN1CCOCC1.CCN=C=NCCCN(C)C.Cl. The catalyst is ClCCl. The product is [Cl:21][C:6]1[CH:5]=[C:4]([C:22]2[CH:27]=[CH:26][C:25]([C:28]([N:37]3[CH2:38][CH2:39][CH:34]([C:33]([F:41])([F:40])[F:32])[CH2:35][CH2:36]3)=[O:30])=[CH:24][CH:23]=2)[CH:3]=[C:2]([Cl:1])[C:7]=1[CH2:8][C@@H:9]1[CH2:13][CH2:12][N:11]([CH:14]2[CH2:15][CH2:16][O:17][CH2:18][CH2:19]2)[C:10]1=[O:20]. The yield is 0.720.